This data is from Forward reaction prediction with 1.9M reactions from USPTO patents (1976-2016). The task is: Predict the product of the given reaction. (1) The product is: [CH3:15][O:14][C:12](=[O:13])[CH2:11][O:7][CH2:6][C:5]#[C:4][CH2:3][OH:8]. Given the reactants [H-].[Na+].[CH2:3]([OH:8])[C:4]#[C:5][CH2:6][OH:7].BrC[CH2:11][C:12]([O:14][CH3:15])=[O:13], predict the reaction product. (2) Given the reactants [CH2:1]([C:8]1[CH:9]=[C:10]([CH:13]=[CH:14][CH:15]=1)[CH2:11]O)[C:2]1[CH:7]=[CH:6][CH:5]=[CH:4][CH:3]=1.O=S(Cl)[Cl:18], predict the reaction product. The product is: [CH2:1]([C:8]1[CH:9]=[C:10]([CH:13]=[CH:14][CH:15]=1)[CH2:11][Cl:18])[C:2]1[CH:7]=[CH:6][CH:5]=[CH:4][CH:3]=1. (3) Given the reactants N1C=CC=C[CH:2]=1.[O:7]=[C:8]1[C:17]([C:18]([OH:20])=[O:19])=[CH:16][C:15]2[C:14](=O)[CH2:13][CH2:12][CH2:11][C:10]=2[N:9]1[C:22]1[CH:27]=[CH:26][CH:25]=[CH:24][CH:23]=1.Cl.[NH2:29][OH:30], predict the reaction product. The product is: [OH:30]/[N:29]=[C:14]1/[C:15]2[C:16]([CH3:2])=[C:17]([C:18]([OH:20])=[O:19])[C:8](=[O:7])[N:9]([C:22]3[CH:23]=[CH:24][CH:25]=[CH:26][CH:27]=3)[C:10]=2[CH2:11][CH2:12][CH2:13]/1. (4) Given the reactants CN1CCCC1=O.[NH2:8][C:9]1[S:10][CH:11]=[C:12]([C:14](=[O:20])[C:15]([O:17][CH2:18][CH3:19])=[O:16])[N:13]=1.[F:21][C:22]1[CH:27]=[CH:26][CH:25]=[C:24]([CH2:28][N:29]=[C:30]=[O:31])[CH:23]=1, predict the reaction product. The product is: [F:21][C:22]1[CH:23]=[C:24]([CH:25]=[CH:26][CH:27]=1)[CH2:28][NH:29][C:30](=[O:31])[NH:8][C:9]1[S:10][CH:11]=[C:12]([C:14](=[O:20])[C:15]([O:17][CH2:18][CH3:19])=[O:16])[N:13]=1. (5) Given the reactants Br[C:2]1[CH:3]=[C:4]2[C:10]([C:11]3[N:16]=[C:15]([N:17]4[CH2:22]CC[C@H:19]([NH:23][C:24](=O)OC(C)(C)C)[CH2:18]4)[CH:14]=[CH:13][CH:12]=3)=[N:9][N:8](C3CCCCO3)[C:5]2=[CH:6][N:7]=1.[CH3:37][N:38]1[CH2:43][CH2:42][NH:41][CH2:40][C:39]1=[O:44], predict the reaction product. The product is: [CH3:37][N:38]1[CH2:43][CH2:42][N:41]([C:2]2[CH:3]=[C:4]3[C:10]([C:11]4[CH:12]=[CH:13][CH:14]=[C:15]([N:17]5[CH2:22][CH2:24][NH:23][CH2:19][CH2:18]5)[N:16]=4)=[N:9][NH:8][C:5]3=[CH:6][N:7]=2)[CH2:40][C:39]1=[O:44]. (6) Given the reactants [CH:1]1[C:10]2[C:5](=[CH:6][CH:7]=[CH:8][CH:9]=2)[CH:4]=[CH:3][C:2]=1[S:11]([N:14]1[CH:18]=[CH:17][C:16](/[CH:19]=[CH:20]/[C:21]([NH:23][O:24]C2CCCCO2)=[O:22])=[CH:15]1)(=[O:13])=[O:12].Cl, predict the reaction product. The product is: [OH:24][NH:23][C:21](=[O:22])/[CH:20]=[CH:19]/[C:16]1[CH:17]=[CH:18][N:14]([S:11]([C:2]2[CH:3]=[CH:4][C:5]3[C:10](=[CH:9][CH:8]=[CH:7][CH:6]=3)[CH:1]=2)(=[O:13])=[O:12])[CH:15]=1. (7) Given the reactants [F:1][C:2]1[CH:3]=[C:4]([NH2:24])[CH:5]=[CH:6][C:7]=1[O:8][C:9]1[CH:14]=[CH:13][N:12]=[C:11]2[CH:15]=[C:16]([C:18]3[N:22]([CH3:23])[CH:21]=[N:20][CH:19]=3)[S:17][C:10]=12.[C:25]1([CH2:31][C:32]([N:34]=[C:35]=[O:36])=[O:33])[CH:30]=[CH:29][CH:28]=[CH:27][CH:26]=1, predict the reaction product. The product is: [F:1][C:2]1[CH:3]=[C:4]([NH:24][C:35]([NH:34][C:32](=[O:33])[CH2:31][C:25]2[CH:26]=[CH:27][CH:28]=[CH:29][CH:30]=2)=[O:36])[CH:5]=[CH:6][C:7]=1[O:8][C:9]1[CH:14]=[CH:13][N:12]=[C:11]2[CH:15]=[C:16]([C:18]3[N:22]([CH3:23])[CH:21]=[N:20][CH:19]=3)[S:17][C:10]=12.